Dataset: Catalyst prediction with 721,799 reactions and 888 catalyst types from USPTO. Task: Predict which catalyst facilitates the given reaction. (1) Reactant: C(OC(C1C=NN([C:11]([C:24]2[CH:29]=[CH:28][CH:27]=[CH:26][CH:25]=2)([C:18]2[CH:23]=[CH:22][CH:21]=[CH:20][CH:19]=2)[C:12]2[CH:17]=[CH:16][CH:15]=[CH:14][CH:13]=2)C=1)=O)C.[CH3:30][O:31][C:32]([C:34]1[CH:38]=[C:37]([C:39]([O:41][CH3:42])=[O:40])[NH:36][N:35]=1)=[O:33].[H-].[Na+].C(Cl)(C1C=CC=CC=1)(C1C=CC=CC=1)C1C=CC=CC=1. Product: [C:11]([N:36]1[C:37]([C:39]([O:41][CH3:42])=[O:40])=[CH:38][C:34]([C:32]([O:31][CH3:30])=[O:33])=[N:35]1)([C:12]1[CH:17]=[CH:16][CH:15]=[CH:14][CH:13]=1)([C:24]1[CH:25]=[CH:26][CH:27]=[CH:28][CH:29]=1)[C:18]1[CH:19]=[CH:20][CH:21]=[CH:22][CH:23]=1. The catalyst class is: 9. (2) The catalyst class is: 2. Reactant: [N:1]1[CH:6]=[CH:5][CH:4]=[CH:3][C:2]=1[CH2:7][CH2:8][CH2:9][OH:10].O. Product: [N:1]1[CH:6]=[CH:5][CH:4]=[CH:3][C:2]=1[CH2:7][CH2:8][CH:9]=[O:10]. (3) Reactant: [C:1]1([S:7]([CH2:10][CH2:11][O:12][C:13](=[O:38])[CH2:14][O:15][C:16]2[CH:21]=[CH:20][CH:19]=[CH:18][C:17]=2[O:22][CH2:23][C:24]([O:26][CH2:27][CH2:28][S:29]([C:32]2[CH:37]=[CH:36][CH:35]=[CH:34][CH:33]=2)(=[O:31])=[O:30])=[O:25])(=[O:9])=[O:8])[CH:6]=[CH:5][CH:4]=[CH:3][CH:2]=1.[Cl:39][S:40](O)(=[O:42])=[O:41]. Product: [C:1]1([S:7]([CH2:10][CH2:11][O:12][C:13](=[O:38])[CH2:14][O:15][C:16]2[CH:21]=[CH:20][C:19]([S:40]([Cl:39])(=[O:42])=[O:41])=[CH:18][C:17]=2[O:22][CH2:23][C:24]([O:26][CH2:27][CH2:28][S:29]([C:32]2[CH:33]=[CH:34][CH:35]=[CH:36][CH:37]=2)(=[O:31])=[O:30])=[O:25])(=[O:8])=[O:9])[CH:6]=[CH:5][CH:4]=[CH:3][CH:2]=1. The catalyst class is: 2. (4) Reactant: [CH3:1][O:2][C:3]1[CH:8]=[CH:7][C:6]([NH:9][NH2:10])=[CH:5][CH:4]=1.C(N(CC)CC)C.[OH:18][C:19]1([C:25]#[C:26][C:27]([C:29]2[CH:34]=[CH:33][C:32]([CH3:35])=[CH:31][CH:30]=2)=O)[CH2:24][CH2:23][CH2:22][CH2:21][CH2:20]1. Product: [CH3:1][O:2][C:3]1[CH:8]=[CH:7][C:6]([N:9]2[C:27]([C:29]3[CH:34]=[CH:33][C:32]([CH3:35])=[CH:31][CH:30]=3)=[CH:26][C:25]([C:19]3([OH:18])[CH2:24][CH2:23][CH2:22][CH2:21][CH2:20]3)=[N:10]2)=[CH:5][CH:4]=1. The catalyst class is: 8. (5) Reactant: [NH:1]1[CH:5]=[CH:4][N:3]=[C:2]1[NH:6][C:7](=O)[CH2:8][CH:9]([CH3:11])[CH3:10].C1(C)C=CC=CC=1. Product: [NH:1]1[CH:5]=[CH:4][N:3]=[C:2]1[NH:6][CH2:7][CH2:8][CH:9]([CH3:11])[CH3:10]. The catalyst class is: 1. (6) Reactant: [N:1]([CH:4]([C:24]1[CH:29]=[CH:28][C:27]([Cl:30])=[CH:26][CH:25]=1)[C:5]1[N:9]([CH:10]([CH3:12])[CH3:11])[C:8]([C:13]2[CH2:14][CH2:15][O:16][CH2:17][CH:18]=2)=[N:7][C:6]=1[C:19]([O:21][CH2:22][CH3:23])=[O:20])=[N+]=[N-]. Product: [NH2:1][CH:4]([C:24]1[CH:29]=[CH:28][C:27]([Cl:30])=[CH:26][CH:25]=1)[C:5]1[N:9]([CH:10]([CH3:11])[CH3:12])[C:8]([C:13]2[CH2:14][CH2:15][O:16][CH2:17][CH:18]=2)=[N:7][C:6]=1[C:19]([O:21][CH2:22][CH3:23])=[O:20]. The catalyst class is: 319. (7) Reactant: C([N-]C(C)C)(C)C.[Li+].[C:9]([CH:11]1[CH2:16][CH2:15][N:14]([C:17]([O:19][C:20]([CH3:23])([CH3:22])[CH3:21])=[O:18])[CH2:13][CH2:12]1)#[N:10].Br[CH2:25][CH:26]1[CH2:28][CH2:27]1. Product: [C:9]([C:11]1([CH2:25][CH:26]2[CH2:28][CH2:27]2)[CH2:16][CH2:15][N:14]([C:17]([O:19][C:20]([CH3:23])([CH3:22])[CH3:21])=[O:18])[CH2:13][CH2:12]1)#[N:10]. The catalyst class is: 220. (8) Product: [NH2:24][C:18]1[C:19]([F:23])=[CH:20][CH:21]=[CH:22][C:17]=1[CH2:16][CH2:15][NH:14][CH:11]1[CH2:12][CH2:13][N:8]([CH2:1][C:2]2[CH:3]=[CH:4][CH:5]=[CH:6][CH:7]=2)[CH2:9][CH2:10]1. Reactant: [CH2:1]([N:8]1[CH2:13][CH2:12][CH:11]([NH:14][CH2:15][CH2:16][C:17]2[CH:22]=[CH:21][CH:20]=[C:19]([F:23])[C:18]=2[N+:24]([O-])=O)[CH2:10][CH2:9]1)[C:2]1[CH:7]=[CH:6][CH:5]=[CH:4][CH:3]=1. The catalyst class is: 5. (9) Reactant: [C:1]([C:5]1[S:6][C:7]([CH2:13][NH:14][C:15]2[CH:20]=[CH:19][CH:18]=[C:17]([C:21]3[CH:26]=[C:25]([NH:27][C:28]4[CH:33]=[CH:32][N:31]=[CH:30][N:29]=4)[C:24](=[O:34])[N:23]([CH3:35])[CH:22]=3)[C:16]=2[CH2:36][O:37][Si](C(C)(C)C)(C)C)=[C:8]([C:10](O)=O)[N:9]=1)([CH3:4])([CH3:3])[CH3:2].C(N(CC)C(C)C)(C)C.F[P-](F)(F)(F)(F)F.C[N+](C)=C(N(C)C)[O:64]N1C2N=CC=CC=2N=N1. Product: [C:1]([C:5]1[S:6][C:7]2[C:13](=[O:64])[N:14]([C:15]3[CH:20]=[CH:19][CH:18]=[C:17]([C:21]4[CH:26]=[C:25]([NH:27][C:28]5[CH:33]=[CH:32][N:31]=[CH:30][N:29]=5)[C:24](=[O:34])[N:23]([CH3:35])[CH:22]=4)[C:16]=3[CH2:36][OH:37])[CH2:10][C:8]=2[N:9]=1)([CH3:2])([CH3:3])[CH3:4]. The catalyst class is: 2. (10) Reactant: P(Br)(Br)Br.[Br:5][C:6]1[C:11]([O:12][CH3:13])=[CH:10][CH:9]=[C:8]([CH2:14][CH3:15])[N+:7]=1[O-].[OH-].[Na+]. Product: [Br:5][C:6]1[C:11]([O:12][CH3:13])=[CH:10][CH:9]=[C:8]([CH2:14][CH3:15])[N:7]=1. The catalyst class is: 2.